Dataset: Experimentally validated miRNA-target interactions with 360,000+ pairs, plus equal number of negative samples. Task: Binary Classification. Given a miRNA mature sequence and a target amino acid sequence, predict their likelihood of interaction. The miRNA is hsa-miR-548aw with sequence GUGCAAAAGUCAUCACGGUU. The protein sequence of the target gene is MEKVQYLTRSAIRRASTIEMPQQARQNLQNLFINFCLILICLLLICIIVMLL. Result: 0 (no interaction).